Dataset: Reaction yield outcomes from USPTO patents with 853,638 reactions. Task: Predict the reaction yield, written as a fraction of the theoretical maximum amount of product (1.0 means a 100% yield; for example, 0.34 means a 34% yield). (1) The reactants are [N+:1]([C:4]1[CH:12]=[C:11]2[C:7]([CH:8]=[CH:9][NH:10]2)=[CH:6][CH:5]=1)([O-:3])=[O:2].[C:13]([O-])([O-])=O.[K+].[K+].CI.O. The yield is 0.980. The product is [CH3:13][N:10]1[C:11]2[C:7](=[CH:6][CH:5]=[C:4]([N+:1]([O-:3])=[O:2])[CH:12]=2)[CH:8]=[CH:9]1. The catalyst is CN(C=O)C. (2) The product is [CH2:1]1[C:6]2[CH:7]=[CH:8][C:9]([N:11]3[CH2:32][C@H:26]([CH2:27][NH:28][C:29](=[O:31])[CH3:30])[O:25][C:22]3=[O:24])=[CH:10][C:5]=2[CH2:4][CH2:3][S:2]1. The catalyst is CN(C=O)C.CO.CC(O)=O. The yield is 0.730. The reactants are [CH2:1]1[C:6]2[CH:7]=[CH:8][C:9]([NH:11]C(=O)OCC3C=CC=CC=3)=[CH:10][C:5]=2[CH2:4][CH2:3][S:2]1.[C:22]([O:25][C@H:26]([CH2:32]Cl)[CH2:27][NH:28][C:29](=[O:31])[CH3:30])(=[O:24])C.O(C(C)(C)C)[Li]. (3) The reactants are [O:1]=[CH:2][C@H:3]([C@@H:5]([C@@H:7]([CH2:9][OH:10])[OH:8])[OH:6])[OH:4].[O-]S([O-])(=O)=O.[Na+].[Na+].[CH2:18](O)[CH:19]=[CH2:20].OS(O)(=O)=O. No catalyst specified. The product is [CH2:20]([C:2]([C@H:3]([C@@H:5]([C@@H:7]([CH2:9][OH:10])[OH:8])[OH:6])[OH:4])=[O:1])[CH:19]=[CH2:18]. The yield is 0.600. (4) The reactants are [H-].[Na+].[OH:3][CH2:4][CH2:5][C:6]1[N:7]([CH2:11][CH2:12][CH2:13][CH2:14][C:15]2[CH:20]=[CH:19][C:18]([OH:21])=[CH:17][CH:16]=2)[CH:8]=[CH:9][N:10]=1.Cl[CH2:23][C:24]1[N:25]=[C:26]([CH:29]=[CH:30][C:31]2[CH:36]=[CH:35][C:34]([S:37]([F:42])([F:41])([F:40])([F:39])[F:38])=[CH:33][CH:32]=2)[O:27][CH:28]=1.O. The catalyst is CN(C=O)C. The product is [F:40][S:37]([F:38])([F:39])([F:41])([F:42])[C:34]1[CH:35]=[CH:36][C:31](/[CH:30]=[CH:29]/[C:26]2[O:27][CH:28]=[C:24]([CH2:23][O:21][C:18]3[CH:17]=[CH:16][C:15]([CH2:14][CH2:13][CH2:12][CH2:11][N:7]4[CH:8]=[CH:9][N:10]=[C:6]4[CH2:5][CH2:4][OH:3])=[CH:20][CH:19]=3)[N:25]=2)=[CH:32][CH:33]=1. The yield is 0.470. (5) The reactants are C([O:3][C:4](=[O:31])[CH2:5][CH2:6][C:7]1[CH:12]=[CH:11][CH:10]=[C:9]([N:13]2[C:17]([NH:18][C:19]([C:21]3[CH:26]=[CH:25][CH:24]=[CH:23][N:22]=3)=[O:20])=[CH:16][C:15]([C:27]([CH3:30])([CH3:29])[CH3:28])=[N:14]2)[CH:8]=1)C.[Li+].[OH-]. The catalyst is CO. The product is [C:27]([C:15]1[CH:16]=[C:17]([NH:18][C:19]([C:21]2[CH:26]=[CH:25][CH:24]=[CH:23][N:22]=2)=[O:20])[N:13]([C:9]2[CH:8]=[C:7]([CH2:6][CH2:5][C:4]([OH:31])=[O:3])[CH:12]=[CH:11][CH:10]=2)[N:14]=1)([CH3:30])([CH3:28])[CH3:29]. The yield is 0.760. (6) The product is [BrH:15].[CH3:11][O:12][CH2:13][CH2:14][N:3]1[C:4]2[CH:9]=[CH:8][CH:7]=[CH:6][C:5]=2[S:1][C:2]1=[NH:10]. The reactants are [S:1]1[C:5]2[CH:6]=[CH:7][CH:8]=[CH:9][C:4]=2[N:3]=[C:2]1[NH2:10].[CH3:11][O:12][CH2:13][CH2:14][Br:15]. No catalyst specified. The yield is 0.820. (7) The reactants are C1C=CC2N(O)N=NC=2C=1.CCN(C(C)C)C(C)C.[F:20][C:21]1[CH:22]=[CH:23][C:24]([C:30]([F:33])([F:32])[F:31])=[C:25]([CH:29]=1)[C:26]([OH:28])=O.CCN=C=NCCCN(C)C.Cl.[C:46]([O:50][C:51]([N:53]1[CH2:58][CH2:57][NH:56][CH2:55][CH2:54]1)=[O:52])([CH3:49])([CH3:48])[CH3:47]. The catalyst is CN(C=O)C.O. The product is [C:46]([O:50][C:51]([N:53]1[CH2:58][CH2:57][N:56]([C:26](=[O:28])[C:25]2[CH:29]=[C:21]([F:20])[CH:22]=[CH:23][C:24]=2[C:30]([F:33])([F:32])[F:31])[CH2:55][CH2:54]1)=[O:52])([CH3:49])([CH3:47])[CH3:48]. The yield is 0.830.